Dataset: Full USPTO retrosynthesis dataset with 1.9M reactions from patents (1976-2016). Task: Predict the reactants needed to synthesize the given product. (1) Given the product [F:39][C:2]1([F:1])[O:6][C:5]2[CH:7]=[CH:8][C:9]([C:11]3([C:14]([NH:16][C@H:17]4[C:26]5[C:21](=[CH:22][C:23]([O:27][CH3:28])=[CH:24][CH:25]=5)[O:20][C@@H:19]([C:29]5[S:30][CH:31]=[C:32]([C:34]([OH:36])=[O:35])[N:33]=5)[CH2:18]4)=[O:15])[CH2:12][CH2:13]3)=[CH:10][C:4]=2[O:3]1, predict the reactants needed to synthesize it. The reactants are: [F:1][C:2]1([F:39])[O:6][C:5]2[CH:7]=[CH:8][C:9]([C:11]3([C:14]([NH:16][C@H:17]4[C:26]5[C:21](=[CH:22][C:23]([O:27][CH3:28])=[CH:24][CH:25]=5)[O:20][C@@H:19]([C:29]5[S:30][CH:31]=[C:32]([C:34]([O:36]CC)=[O:35])[N:33]=5)[CH2:18]4)=[O:15])[CH2:13][CH2:12]3)=[CH:10][C:4]=2[O:3]1.FC1(F)OC2C=CC(C3(C(NC4C5C(=CC=CC=5)OC(C5CC(C(OCC)=O)C5)C4)=O)CC3)=CC=2O1. (2) Given the product [CH3:12][N:11]1[C:10]2[CH:9]=[CH:8][C:4]([C:5]([OH:7])=[O:6])=[CH:3][C:2]=2[N:1]=[N:13]1, predict the reactants needed to synthesize it. The reactants are: [NH2:1][C:2]1[CH:3]=[C:4]([CH:8]=[CH:9][C:10]=1[NH:11][CH3:12])[C:5]([OH:7])=[O:6].[N:13]([O-])=O.[Na+].